This data is from Full USPTO retrosynthesis dataset with 1.9M reactions from patents (1976-2016). The task is: Predict the reactants needed to synthesize the given product. Given the product [B:29]([F:31])[F:30].[CH:24]1([N:16]2[C:12]3[C:11](=[CH:10][C:9]([F:27])=[C:8]([N:4]4[CH2:5][CH2:6][NH:7][CH:2]([CH3:1])[CH2:3]4)[C:13]=3[O:14][CH3:15])[C:19](=[O:20])[C:18]([C:21]([OH:23])=[O:22])=[CH:17]2)[CH2:26][CH2:25]1, predict the reactants needed to synthesize it. The reactants are: [CH3:1][CH:2]1[NH:7][CH2:6][CH2:5][N:4]([C:8]2[C:13]([O:14][CH3:15])=[C:12]3[N:16]([CH:24]4[CH2:26][CH2:25]4)[CH:17]=[C:18]([C:21]([OH:23])=[O:22])[C:19](=[O:20])[C:11]3=[CH:10][C:9]=2[F:27])[CH2:3]1.Cl.[B:29]([F:31])[F:30].C1(N2C3C(=CC(F)=C(F)C=3OC)C(=O)C(C(O)=O)=C2)CC1.CC1CNCCN1.C(N(CC)CC)C.